Dataset: Forward reaction prediction with 1.9M reactions from USPTO patents (1976-2016). Task: Predict the product of the given reaction. (1) Given the reactants C[O:2][C:3]([CH:5]1[CH:10]([NH:11][S:12]([C:15]2[CH:20]=[CH:19][C:18]([O:21][CH2:22][C:23]3[C:32]4[C:27](=[CH:28][CH:29]=[CH:30][CH:31]=4)[N:26]=[C:25]([CH3:33])[CH:24]=3)=[CH:17][CH:16]=2)(=[O:14])=[O:13])[CH2:9][CH2:8][O:7][CH2:6]1)=[O:4].[OH-].[Li+].Cl, predict the reaction product. The product is: [CH3:33][C:25]1[CH:24]=[C:23]([CH2:22][O:21][C:18]2[CH:19]=[CH:20][C:15]([S:12]([NH:11][CH:10]3[CH2:9][CH2:8][O:7][CH2:6][CH:5]3[C:3]([OH:4])=[O:2])(=[O:13])=[O:14])=[CH:16][CH:17]=2)[C:32]2[C:27](=[CH:28][CH:29]=[CH:30][CH:31]=2)[N:26]=1. (2) Given the reactants [F:1][C:2]1[CH:31]=[CH:30][C:5]([CH2:6][N:7]2[CH2:11][CH2:10][N:9]([C:12]3[CH:16]=[C:15]([C:17](O)=[O:18])[N:14](CC4C=CC(OC)=CC=4)[N:13]=3)[C:8]2=[O:29])=[CH:4][CH:3]=1.O[N:33]1[C:37]2[CH:38]=[CH:39][CH:40]=C[C:36]=2[N:35]=[N:34]1.F[B-](F)(F)F.N1(OC(N(C)C)=[N+](C)C)C2C=CC=CC=2N=N1.C(N(CC)C(C)C)(C)C.Cl.CC1NN=C(CN)C=1, predict the reaction product. The product is: [F:1][C:2]1[CH:31]=[CH:30][C:5]([CH2:6][N:7]2[CH2:11][CH2:10][N:9]([C:12]3[CH:16]=[C:15]([C:17]([NH:35][CH2:36][C:37]4[CH:38]=[C:39]([CH3:40])[NH:34][N:33]=4)=[O:18])[NH:14][N:13]=3)[C:8]2=[O:29])=[CH:4][CH:3]=1. (3) Given the reactants [CH3:1][C:2]1[CH:7]=[CH:6][C:5]([CH3:8])=[CH:4][C:3]=1[N:9]1[CH2:14][CH2:13][N:12]([C:15]([CH:17]2[N:21]([C:22]3[CH:27]=[CH:26][CH:25]=[CH:24][CH:23]=3)[C:20](=[O:28])[NH:19][CH2:18]2)=[O:16])[CH2:11][CH2:10]1.[H-].[Na+].[Cl:31][C:32]1[CH:37]=[CH:36][C:35]([Cl:38])=[CH:34][C:33]=1[S:39](Cl)(=[O:41])=[O:40], predict the reaction product. The product is: [Cl:31][C:32]1[CH:37]=[CH:36][C:35]([Cl:38])=[CH:34][C:33]=1[S:39]([N:19]1[CH2:18][CH:17]([C:15]([N:12]2[CH2:13][CH2:14][N:9]([C:3]3[CH:4]=[C:5]([CH3:8])[CH:6]=[CH:7][C:2]=3[CH3:1])[CH2:10][CH2:11]2)=[O:16])[N:21]([C:22]2[CH:23]=[CH:24][CH:25]=[CH:26][CH:27]=2)[C:20]1=[O:28])(=[O:41])=[O:40]. (4) The product is: [C:17]([C:14]1[CH:15]=[CH:16][C:11]([S:8]([NH:7][C:4]([CH3:6])([CH3:5])[C:3]([OH:20])=[O:2])(=[O:10])=[O:9])=[CH:12][CH:13]=1)(=[O:19])[CH3:18]. Given the reactants C[O:2][C:3](=[O:20])[C:4]([NH:7][S:8]([C:11]1[CH:16]=[CH:15][C:14]([C:17](=[O:19])[CH3:18])=[CH:13][CH:12]=1)(=[O:10])=[O:9])([CH3:6])[CH3:5].C1COCC1.CO.O[Li].O, predict the reaction product.